Task: Predict the reactants needed to synthesize the given product.. Dataset: Full USPTO retrosynthesis dataset with 1.9M reactions from patents (1976-2016) (1) Given the product [ClH:52].[ClH:1].[NH:2]1[C:6]2=[N:7][CH:8]=[CH:9][C:10]([O:11][C:12]3[CH:17]=[CH:16][C:15]([NH:18][C:47]4[N:48]=[CH:49][CH:50]=[CH:51][C:46]=4[C:45]([NH:44][CH2:37][C:38]4[CH:43]=[CH:42][CH:41]=[CH:40][CH:39]=4)=[O:53])=[CH:14][C:13]=3[F:36])=[C:5]2[CH:4]=[CH:3]1, predict the reactants needed to synthesize it. The reactants are: [ClH:1].[NH:2]1[C:6]2=[N:7][CH:8]=[CH:9][C:10]([O:11][C:12]3[CH:17]=[CH:16][C:15]([NH:18]C4C(C(NC5C=CC(F)=CC=5F)=O)=CN=CC=4)=[CH:14][C:13]=3[F:36])=[C:5]2[CH:4]=[CH:3]1.[CH2:37]([NH:44][C:45](=[O:53])[C:46]1[CH:51]=[CH:50][CH:49]=[N:48][C:47]=1[Cl:52])[C:38]1[CH:43]=[CH:42][CH:41]=[CH:40][CH:39]=1. (2) Given the product [NH2:1][C:2]1[CH:7]=[CH:6][C:5]([S:8]([N:11]=[C:12]([N:15]2[N:19]=[CH:18][C:17]3([CH2:23][CH2:22][CH2:21][CH2:20]3)[CH2:16]2)[NH:26][CH2:24][CH3:25])(=[O:10])=[O:9])=[CH:4][CH:3]=1, predict the reactants needed to synthesize it. The reactants are: [NH2:1][C:2]1[CH:7]=[CH:6][C:5]([S:8]([N:11]=[C:12]([N:15]2[N:19]=[CH:18][C:17]3([CH2:23][CH2:22][CH2:21][CH2:20]3)[CH2:16]2)SC)(=[O:10])=[O:9])=[CH:4][CH:3]=1.[CH2:24]([NH2:26])[CH3:25]. (3) Given the product [CH3:1][O:2][C:3]1[CH:4]=[C:5]([NH:15][C:16]2[S:17][C:20]3[CH2:25][CH2:24][CH2:23][CH:22]([C:26]4[O:30][N:29]=[C:28]([CH3:31])[N:27]=4)[C:21]=3[N:18]=2)[CH:6]=[CH:7][C:8]=1[N:9]1[CH:13]=[C:12]([CH3:14])[N:11]=[CH:10]1, predict the reactants needed to synthesize it. The reactants are: [CH3:1][O:2][C:3]1[CH:4]=[C:5]([NH:15][C:16]([NH2:18])=[S:17])[CH:6]=[CH:7][C:8]=1[N:9]1[CH:13]=[C:12]([CH3:14])[N:11]=[CH:10]1.Br[CH:20]1[CH2:25][CH2:24][CH2:23][CH:22]([C:26]2[O:30][N:29]=[C:28]([CH3:31])[N:27]=2)[C:21]1=O. (4) Given the product [CH3:13][C:2]1[CH:7]=[CH:6][C:5]2[CH:8]=[CH:9][CH:10]=[C:11]([CH3:12])[C:4]=2[CH:3]=1, predict the reactants needed to synthesize it. The reactants are: O.[C:2]1([CH3:13])[CH:7]=[CH:6][C:5]([CH2:8][CH2:9][CH:10]=[CH:11][CH3:12])=[CH:4][CH:3]=1. (5) Given the product [C:48]([O:19][C@@H:14]([C:13]1[C:12]([CH3:20])=[CH:11][N:10]2[N:21]=[C:22]([C:24]([O:26][CH3:27])=[O:25])[CH:23]=[C:9]2[C:8]=1[N:5]1[CH2:6][CH2:7][C:2]([CH3:28])([CH3:1])[CH2:3][CH2:4]1)[C:15]([O:17][CH3:18])=[O:16])([CH3:51])([CH3:50])[CH3:49], predict the reactants needed to synthesize it. The reactants are: [CH3:1][C:2]1([CH3:28])[CH2:7][CH2:6][N:5]([C:8]2[C:9]3[N:10]([N:21]=[C:22]([C:24]([O:26][CH3:27])=[O:25])[CH:23]=3)[CH:11]=[C:12]([CH3:20])[C:13]=2[C@H:14]([OH:19])[C:15]([O:17][CH3:18])=[O:16])[CH2:4][CH2:3]1.[N-](S(C(F)(F)F)(=O)=O)S(C(F)(F)F)(=O)=O.ClC(Cl)(Cl)C(=N)O[C:48]([CH3:51])([CH3:50])[CH3:49].